From a dataset of Full USPTO retrosynthesis dataset with 1.9M reactions from patents (1976-2016). Predict the reactants needed to synthesize the given product. (1) Given the product [CH:1]([C:4]1[C:5]([O:15][CH2:16][CH:17]([OH:19])[CH3:18])=[CH:6][N:7]2[C:12]=1[C:11]([NH:33][C:31]1[CH:32]=[C:27]3[CH:26]=[CH:25][NH:24][C:28]3=[N:29][CH:30]=1)=[N:10][CH:9]=[N:8]2)([CH3:3])[CH3:2], predict the reactants needed to synthesize it. The reactants are: [CH:1]([C:4]1[C:5]([O:15][CH2:16][CH:17]([OH:19])[CH3:18])=[CH:6][N:7]2[C:12]=1[C:11](SC)=[N:10][CH:9]=[N:8]2)([CH3:3])[CH3:2].C([Si](C(C)C)(C(C)C)[N:24]1[C:28]2=[N:29][CH:30]=[C:31]([NH2:33])[CH:32]=[C:27]2[CH:26]=[CH:25]1)(C)C.ClC1C=CC=C(C(OO)=O)C=1.CCCC[N+](CCCC)(CCCC)CCCC.[F-]. (2) Given the product [OH:1][CH:2]1[CH:7]([C:8]2[CH:9]=[CH:10][C:11]([O:14][CH2:23][CH2:24][CH2:25][O:26][C:27]3[CH:32]=[CH:31][CH:30]=[CH:29][CH:28]=3)=[CH:12][CH:13]=2)[CH2:6][CH2:5][N:4]([C:15]([O:17][C:18]([CH3:21])([CH3:20])[CH3:19])=[O:16])[CH2:3]1, predict the reactants needed to synthesize it. The reactants are: [OH:1][CH:2]1[CH:7]([C:8]2[CH:13]=[CH:12][C:11]([OH:14])=[CH:10][CH:9]=2)[CH2:6][CH2:5][N:4]([C:15]([O:17][C:18]([CH3:21])([CH3:20])[CH3:19])=[O:16])[CH2:3]1.Br[CH2:23][CH2:24][CH2:25][O:26][C:27]1[CH:32]=[CH:31][CH:30]=[CH:29][CH:28]=1.